Task: Predict the reactants needed to synthesize the given product.. Dataset: Full USPTO retrosynthesis dataset with 1.9M reactions from patents (1976-2016) (1) Given the product [NH2:1][C:2]1[N:6]([C:7]([NH:9][CH2:10][C:15]2[CH:14]=[CH:13][CH:12]=[CH:11][CH:25]=2)=[O:8])[N:5]=[C:4]([NH:17][C:18]2[CH:19]=[N:20][CH:21]=[CH:22][CH:23]=2)[N:3]=1, predict the reactants needed to synthesize it. The reactants are: [NH2:1][C:2]1[N:6]([C:7]([NH:9][C:10]2[CH:15]=[CH:14][CH:13]=[CH:12][C:11]=2Cl)=[O:8])[N:5]=[C:4]([NH:17][C:18]2[CH:19]=[N:20][CH:21]=[CH:22][CH:23]=2)[N:3]=1.N[C:25]1N(C(NC2C=CC=C(Cl)C=2)=O)N=C(NC2C=NC=CC=2)N=1.NC1N=C(NC2C=NC=CC=2)N(C(NC2C=CC=CC=2Cl)=O)N=1.NC1N(C(NC2C=CC(C)=CC=2)=O)N=C(NC2C=NC=CC=2)N=1. (2) The reactants are: [OH:1][CH:2]([C:5]1[CH:6]=[C:7]([NH:11][C:12](=[O:21])[O:13][CH2:14][C:15]2[CH:20]=[CH:19][CH:18]=[CH:17][CH:16]=2)[CH:8]=[CH:9][CH:10]=1)[CH2:3][OH:4].N1C=CN=C1.[CH3:27][C:28]([Si:31](Cl)([CH3:33])[CH3:32])([CH3:30])[CH3:29]. Given the product [Si:31]([O:4][CH2:3][CH:2]([C:5]1[CH:6]=[C:7]([NH:11][C:12](=[O:21])[O:13][CH2:14][C:15]2[CH:16]=[CH:17][CH:18]=[CH:19][CH:20]=2)[CH:8]=[CH:9][CH:10]=1)[OH:1])([C:28]([CH3:30])([CH3:29])[CH3:27])([CH3:33])[CH3:32], predict the reactants needed to synthesize it. (3) Given the product [NH2:20][C:21]1[N:11]([C:5]2[N:6]=[C:7]([O:9][CH3:10])[CH:8]=[C:3]([O:2][CH3:1])[N:4]=2)[C:12]2[CH:17]=[CH:16][C:15]([CH3:24])=[CH:14][C:13]=2[N:19]=1, predict the reactants needed to synthesize it. The reactants are: [CH3:1][O:2][C:3]1[CH:8]=[C:7]([O:9][CH3:10])[N:6]=[C:5]([NH:11][C:12]2[C:13]([NH2:19])=[CH:14][CH:15]=[C:16](C)[CH:17]=2)[N:4]=1.[N:20]#[C:21]Br.O.[CH2:24](O)C.